Dataset: Catalyst prediction with 721,799 reactions and 888 catalyst types from USPTO. Task: Predict which catalyst facilitates the given reaction. Reactant: [F:1][C:2]([F:26])([F:25])[C:3]1[CH:24]=[CH:23][CH:22]=[CH:21][C:4]=1[O:5][CH:6]1[CH2:11][CH2:10][N:9]([C:12]2[N:17]=[N:16][C:15]([C:18](O)=O)=[CH:14][CH:13]=2)[CH2:8][CH2:7]1.C(Cl)(=O)C(Cl)=O.[NH2:33][C:34]1[CH:39]=[CH:38][CH:37]=[CH:36][C:35]=1[SH:40]. Product: [F:1][C:2]([F:26])([F:25])[C:3]1[CH:24]=[CH:23][CH:22]=[CH:21][C:4]=1[O:5][CH:6]1[CH2:11][CH2:10][N:9]([C:12]2[N:17]=[N:16][C:15]([C:18]3[S:40][C:35]4[CH:36]=[CH:37][CH:38]=[CH:39][C:34]=4[N:33]=3)=[CH:14][CH:13]=2)[CH2:8][CH2:7]1. The catalyst class is: 139.